This data is from NCI-60 drug combinations with 297,098 pairs across 59 cell lines. The task is: Regression. Given two drug SMILES strings and cell line genomic features, predict the synergy score measuring deviation from expected non-interaction effect. (1) Drug 1: C1=NC2=C(N1)C(=S)N=C(N2)N. Drug 2: C1=NC2=C(N1)C(=S)N=CN2. Cell line: T-47D. Synergy scores: CSS=1.55, Synergy_ZIP=-7.31, Synergy_Bliss=-7.23, Synergy_Loewe=-14.5, Synergy_HSA=-7.91. (2) Drug 1: CC1=C2C(C(=O)C3(C(CC4C(C3C(C(C2(C)C)(CC1OC(=O)C(C(C5=CC=CC=C5)NC(=O)OC(C)(C)C)O)O)OC(=O)C6=CC=CC=C6)(CO4)OC(=O)C)OC)C)OC. Drug 2: CN1CCC(CC1)COC2=C(C=C3C(=C2)N=CN=C3NC4=C(C=C(C=C4)Br)F)OC. Cell line: NCI/ADR-RES. Synergy scores: CSS=24.5, Synergy_ZIP=0.927, Synergy_Bliss=10.7, Synergy_Loewe=9.44, Synergy_HSA=11.1. (3) Drug 1: CC1CCC2CC(C(=CC=CC=CC(CC(C(=O)C(C(C(=CC(C(=O)CC(OC(=O)C3CCCCN3C(=O)C(=O)C1(O2)O)C(C)CC4CCC(C(C4)OC)OCCO)C)C)O)OC)C)C)C)OC. Drug 2: CCC1(CC2CC(C3=C(CCN(C2)C1)C4=CC=CC=C4N3)(C5=C(C=C6C(=C5)C78CCN9C7C(C=CC9)(C(C(C8N6C)(C(=O)OC)O)OC(=O)C)CC)OC)C(=O)OC)O.OS(=O)(=O)O. Cell line: NCI/ADR-RES. Synergy scores: CSS=-7.31, Synergy_ZIP=2.32, Synergy_Bliss=0.610, Synergy_Loewe=-8.05, Synergy_HSA=-7.00. (4) Synergy scores: CSS=34.4, Synergy_ZIP=-12.2, Synergy_Bliss=-16.7, Synergy_Loewe=-13.9, Synergy_HSA=-11.2. Cell line: A549. Drug 1: CC1=C2C(C(=O)C3(C(CC4C(C3C(C(C2(C)C)(CC1OC(=O)C(C(C5=CC=CC=C5)NC(=O)OC(C)(C)C)O)O)OC(=O)C6=CC=CC=C6)(CO4)OC(=O)C)OC)C)OC. Drug 2: C1CN1P(=S)(N2CC2)N3CC3. (5) Drug 1: CC12CCC(CC1=CCC3C2CCC4(C3CC=C4C5=CN=CC=C5)C)O. Drug 2: CNC(=O)C1=NC=CC(=C1)OC2=CC=C(C=C2)NC(=O)NC3=CC(=C(C=C3)Cl)C(F)(F)F. Cell line: M14. Synergy scores: CSS=9.01, Synergy_ZIP=-7.06, Synergy_Bliss=-5.91, Synergy_Loewe=-6.56, Synergy_HSA=-6.68. (6) Drug 1: CN(CC1=CN=C2C(=N1)C(=NC(=N2)N)N)C3=CC=C(C=C3)C(=O)NC(CCC(=O)O)C(=O)O. Drug 2: CC1=CC=C(C=C1)C2=CC(=NN2C3=CC=C(C=C3)S(=O)(=O)N)C(F)(F)F. Cell line: NCI-H322M. Synergy scores: CSS=42.3, Synergy_ZIP=0.114, Synergy_Bliss=-0.846, Synergy_Loewe=-24.4, Synergy_HSA=-0.892. (7) Drug 1: CN1CCC(CC1)COC2=C(C=C3C(=C2)N=CN=C3NC4=C(C=C(C=C4)Br)F)OC. Synergy scores: CSS=54.1, Synergy_ZIP=5.49, Synergy_Bliss=5.83, Synergy_Loewe=8.50, Synergy_HSA=10.1. Cell line: NCI-H322M. Drug 2: C1=C(C(=O)NC(=O)N1)F.